From a dataset of Peptide-MHC class II binding affinity with 134,281 pairs from IEDB. Regression. Given a peptide amino acid sequence and an MHC pseudo amino acid sequence, predict their binding affinity value. This is MHC class II binding data. (1) The peptide sequence is RSLWIIFSKNLNIKL. The MHC is DRB1_1501 with pseudo-sequence DRB1_1501. The binding affinity (normalized) is 0.868. (2) The MHC is HLA-DQA10102-DQB10604 with pseudo-sequence HLA-DQA10102-DQB10604. The binding affinity (normalized) is 0.118. The peptide sequence is MSSGSFINISV. (3) The MHC is DRB4_0101 with pseudo-sequence DRB4_0103. The binding affinity (normalized) is 0.782. The peptide sequence is LEAAVKQAYAATIAA. (4) The peptide sequence is KLVLNIKYTRPGDSL. The MHC is HLA-DQA10501-DQB10201 with pseudo-sequence HLA-DQA10501-DQB10201. The binding affinity (normalized) is 0.121. (5) The peptide sequence is DPEDSALLEDPA. The MHC is DRB1_1302 with pseudo-sequence DRB1_1302. The binding affinity (normalized) is 0.0336. (6) The peptide sequence is YDKFLANTSTVLTGK. The MHC is DRB1_0404 with pseudo-sequence DRB1_0404. The binding affinity (normalized) is 0.767. (7) The peptide sequence is DYVLLGVAAAVVIGL. The MHC is HLA-DPA10301-DPB10402 with pseudo-sequence HLA-DPA10301-DPB10402. The binding affinity (normalized) is 0.